This data is from Reaction yield outcomes from USPTO patents with 853,638 reactions. The task is: Predict the reaction yield, written as a fraction of the theoretical maximum amount of product (1.0 means a 100% yield; for example, 0.34 means a 34% yield). The reactants are N[C:2]1[CH:3]=[N:4][C:5]2[C:10]([CH:11]=1)=[CH:9][C:8]([CH3:12])=[CH:7][CH:6]=2.N([O-])=[O:14].[Na+].[OH-].[Na+]. The catalyst is OS(O)(=O)=O.O. The product is [OH:14][C:2]1[CH:3]=[N:4][C:5]2[C:10]([CH:11]=1)=[CH:9][C:8]([CH3:12])=[CH:7][CH:6]=2. The yield is 0.290.